Task: Predict which catalyst facilitates the given reaction.. Dataset: Catalyst prediction with 721,799 reactions and 888 catalyst types from USPTO (1) Reactant: [OH:1][CH2:2][CH2:3][C:4]1[C:5]([C:25]([F:28])([F:27])[F:26])=[N:6][N:7]([CH2:9][C:10]([NH:12][C:13]2[S:17][C:16]3[CH2:18][CH2:19][CH2:20][CH2:21][C:15]=3[C:14]=2[C:22]([NH2:24])=[O:23])=[O:11])[CH:8]=1.C(N(CC)CC)C.[CH3:36][S:37](Cl)(=[O:39])=[O:38].O. Product: [CH3:36][S:37]([O:1][CH2:2][CH2:3][C:4]1[C:5]([C:25]([F:26])([F:28])[F:27])=[N:6][N:7]([CH2:9][C:10]([NH:12][C:13]2[S:17][C:16]3[CH2:18][CH2:19][CH2:20][CH2:21][C:15]=3[C:14]=2[C:22](=[O:23])[NH2:24])=[O:11])[CH:8]=1)(=[O:39])=[O:38]. The catalyst class is: 2. (2) Reactant: O[CH2:2][C:3]1[CH:8]=[CH:7][CH:6]=[CH:5][C:4]=1[C:9]1[CH:34]=[CH:33][C:12]([CH2:13][C:14]23[C:22](=[O:23])[N:21]([C:24]4[CH:29]=[C:28]([Cl:30])[CH:27]=[C:26]([Cl:31])[CH:25]=4)[C:20](=[O:32])[N:19]2[CH2:18][CH2:17][CH2:16][CH2:15]3)=[CH:11][CH:10]=1.S(Cl)([Cl:37])=O. The catalyst class is: 2. Product: [Cl:37][CH2:2][C:3]1[CH:8]=[CH:7][CH:6]=[CH:5][C:4]=1[C:9]1[CH:34]=[CH:33][C:12]([CH2:13][C:14]23[C:22](=[O:23])[N:21]([C:24]4[CH:25]=[C:26]([Cl:31])[CH:27]=[C:28]([Cl:30])[CH:29]=4)[C:20](=[O:32])[N:19]2[CH2:18][CH2:17][CH2:16][CH2:15]3)=[CH:11][CH:10]=1. (3) Reactant: CCCCN(C(NC(C1C=C(OC)C(OC)=C(OC)C=1)=[O:14])=S)CCCC.[CH2:27]([O:30][N:31]([CH:44]1[CH2:49][N:48]([C:50]([O:52][C:53]([CH3:56])([CH3:55])[CH3:54])=[O:51])[C@H:47]([CH2:57][O:58][Si:59]([C:62]([CH3:65])([CH3:64])[CH3:63])([CH3:61])[CH3:60])[CH:46]=[C:45]1[CH2:66][C:67]#[N:68])[S:32]([C:35]1[CH:40]=[CH:39][CH:38]=[CH:37][C:36]=1[N+:41]([O-:43])=[O:42])(=[O:34])=[O:33])[CH:28]=[CH2:29].C(=NO)C.CO. Product: [CH2:27]([O:30][N:31]([CH:44]1[CH2:49][N:48]([C:50]([O:52][C:53]([CH3:56])([CH3:55])[CH3:54])=[O:51])[C@H:47]([CH2:57][O:58][Si:59]([C:62]([CH3:65])([CH3:64])[CH3:63])([CH3:60])[CH3:61])[CH:46]=[C:45]1[CH2:66][C:67]([NH2:68])=[O:14])[S:32]([C:35]1[CH:40]=[CH:39][CH:38]=[CH:37][C:36]=1[N+:41]([O-:43])=[O:42])(=[O:34])=[O:33])[CH:28]=[CH2:29]. The catalyst class is: 6.